This data is from Peptide-MHC class I binding affinity with 185,985 pairs from IEDB/IMGT. The task is: Regression. Given a peptide amino acid sequence and an MHC pseudo amino acid sequence, predict their binding affinity value. This is MHC class I binding data. (1) The peptide sequence is IALPVAWLF. The MHC is HLA-A68:02 with pseudo-sequence HLA-A68:02. The binding affinity (normalized) is 0.0847. (2) The peptide sequence is GLLSSKFKA. The MHC is HLA-A30:02 with pseudo-sequence HLA-A30:02. The binding affinity (normalized) is 0.213. (3) The MHC is HLA-A31:01 with pseudo-sequence HLA-A31:01. The peptide sequence is DILASIIDY. The binding affinity (normalized) is 0.0847. (4) The peptide sequence is AMFIGHATA. The MHC is HLA-A02:01 with pseudo-sequence HLA-A02:01. The binding affinity (normalized) is 1.00. (5) The peptide sequence is TPGPGTRYPL. The MHC is HLA-B53:01 with pseudo-sequence HLA-B53:01. The binding affinity (normalized) is 0.355. (6) The peptide sequence is ITDNGPMPYM. The MHC is HLA-A68:02 with pseudo-sequence HLA-A68:02. The binding affinity (normalized) is 0.431.